This data is from Catalyst prediction with 721,799 reactions and 888 catalyst types from USPTO. The task is: Predict which catalyst facilitates the given reaction. (1) Product: [CH2:20]([O:19][C:16](=[O:18])[CH2:17][O:13][C:10]1[CH:9]=[CH:8][C:7]([C:1]2[CH:2]=[CH:3][CH:4]=[CH:5][CH:6]=2)=[CH:12][CH:11]=1)[CH3:21]. Reactant: [C:1]1([C:7]2[CH:12]=[CH:11][C:10]([OH:13])=[CH:9][CH:8]=2)[CH:6]=[CH:5][CH:4]=[CH:3][CH:2]=1.[H-].[Na+].[C:16]([O:19][CH2:20][CH2:21]Br)(=[O:18])[CH3:17]. The catalyst class is: 18. (2) Product: [CH2:37]([C:29]1[N:28]([C:17]2[N:16]=[C:15]3[C:20]([N:21]=[C:13]([C:10]4([F:12])[CH2:11][NH:8][CH2:9]4)[N:14]3[CH3:39])=[C:19]([N:22]3[CH2:27][CH2:26][O:25][CH2:24][CH2:23]3)[N:18]=2)[C:32]2[CH:33]=[CH:34][CH:35]=[CH:36][C:31]=2[N:30]=1)[CH3:38]. The catalyst class is: 2. Reactant: C(OC([N:8]1[CH2:11][C:10]([C:13]2[N:14]([CH3:39])[C:15]3[C:20]([N:21]=2)=[C:19]([N:22]2[CH2:27][CH2:26][O:25][CH2:24][CH2:23]2)[N:18]=[C:17]([N:28]2[C:32]4[CH:33]=[CH:34][CH:35]=[CH:36][C:31]=4[N:30]=[C:29]2[CH2:37][CH3:38])[N:16]=3)([F:12])[CH2:9]1)=O)(C)(C)C.C(O)(C(F)(F)F)=O. (3) Reactant: [Cl:1][C:2]1[C:3]([Cl:11])=[N:4][CH:5]=[C:6]([CH:10]=1)[C:7](O)=[O:8].Cl. Product: [Cl:11][C:3]1[C:2]([Cl:1])=[CH:10][C:6]([CH2:7][OH:8])=[CH:5][N:4]=1. The catalyst class is: 7. (4) Reactant: [CH2:1]([O:8][C:9]1[CH:10]=[C:11]([NH2:15])[CH:12]=[CH:13][CH:14]=1)[C:2]1[CH:7]=[CH:6][CH:5]=[CH:4][CH:3]=1.CCN(C(C)C)C(C)C.[CH3:25][S:26]([C:29]1[S:33][C:32]([C:34](Cl)=[O:35])=[C:31]2[CH2:37][C:38]([CH3:43])([CH3:42])[CH2:39][C:40](=[O:41])[C:30]=12)(=[O:28])=[O:27]. Product: [CH2:1]([O:8][C:9]1[CH:10]=[C:11]([NH:15][C:34]([C:32]2[S:33][C:29]([S:26]([CH3:25])(=[O:27])=[O:28])=[C:30]3[C:40](=[O:41])[CH2:39][C:38]([CH3:43])([CH3:42])[CH2:37][C:31]=23)=[O:35])[CH:12]=[CH:13][CH:14]=1)[C:2]1[CH:3]=[CH:4][CH:5]=[CH:6][CH:7]=1. The catalyst class is: 1. (5) Reactant: [CH2:1]([O:8][C:9]([N:11]1[CH2:16][CH2:15][CH2:14][C@@H:13]([CH2:17][OH:18])[CH2:12]1)=[O:10])[C:2]1[CH:7]=[CH:6][CH:5]=[CH:4][CH:3]=1.CC(OI1(OC(C)=O)(OC(C)=O)OC(=O)C2C=CC=CC1=2)=O. Product: [CH2:1]([O:8][C:9]([N:11]1[CH2:16][CH2:15][CH2:14][CH:13]([CH:17]=[O:18])[CH2:12]1)=[O:10])[C:2]1[CH:7]=[CH:6][CH:5]=[CH:4][CH:3]=1. The catalyst class is: 2. (6) Reactant: [CH3:1][O:2][C:3](=[O:15])[C@H:4]([CH2:13][SH:14])[NH:5][C:6]([O:8][C:9]([CH3:12])([CH3:11])[CH3:10])=[O:7].[CH3:16][C:17]1[N:18]([C:23]2[N:28]=[C:27]([CH2:29][CH2:30]O)[CH:26]=[C:25]([CH3:32])[CH:24]=2)[C:19]([CH3:22])=[CH:20][CH:21]=1.N(C(N1CCCCC1)=O)=NC(N1CCCCC1)=O.N1C=CN=C1.CP(C)C. Product: [CH3:11][C:9]([CH3:12])([O:8][C:6]([NH:5][C@H:4]([C:3]([O:2][CH3:1])=[O:15])[CH2:13][S:14][CH2:30][CH2:29][C:27]1[CH:26]=[C:25]([CH3:32])[CH:24]=[C:23]([N:18]2[C:19]([CH3:22])=[CH:20][CH:21]=[C:17]2[CH3:16])[N:28]=1)=[O:7])[CH3:10]. The catalyst class is: 390.